This data is from Forward reaction prediction with 1.9M reactions from USPTO patents (1976-2016). The task is: Predict the product of the given reaction. The product is: [CH2:1]([O:19][CH:20]1[CH:25]([O:26][CH2:27][CH2:28][CH2:29][CH2:30][CH2:31][CH2:32][CH2:33][CH2:34][CH2:35][CH2:36][CH2:37][CH2:38][CH2:39][CH2:40][CH2:41][CH2:42][CH2:43][CH3:44])[CH:24]([O:45][CH2:46][CH2:47][CH2:48][CH2:49][CH2:50][CH2:51][CH2:52][CH2:53][CH2:54][CH2:55][CH2:56][CH2:57][CH2:58][CH2:59][CH2:60][CH2:61][CH2:62][CH3:63])[CH2:23][CH:22]([CH2:64][OH:65])[CH2:21]1)[CH2:2][CH2:3][CH2:4][CH2:5][CH2:6][CH2:7][CH2:8][CH2:9][CH2:10][CH2:11][CH2:12][CH2:13][CH2:14][CH2:15][CH2:16][CH2:17][CH3:18]. Given the reactants [CH2:1]([O:19][CH:20]1[CH:25]([O:26][CH2:27][CH2:28][CH2:29][CH2:30][CH2:31][CH2:32][CH2:33][CH2:34][CH2:35][CH2:36][CH2:37][CH2:38][CH2:39][CH2:40][CH2:41][CH2:42][CH2:43][CH3:44])[CH:24]([O:45][CH2:46][CH2:47][CH2:48][CH2:49][CH2:50][CH2:51][CH2:52][CH2:53][CH2:54][CH2:55][CH2:56][CH2:57][CH2:58][CH2:59][CH2:60][CH2:61][CH2:62][CH3:63])[CH2:23][CH:22]([C:64](OC)=[O:65])[CH2:21]1)[CH2:2][CH2:3][CH2:4][CH2:5][CH2:6][CH2:7][CH2:8][CH2:9][CH2:10][CH2:11][CH2:12][CH2:13][CH2:14][CH2:15][CH2:16][CH2:17][CH3:18].CC(C[AlH]CC(C)C)C.Cl, predict the reaction product.